From a dataset of Full USPTO retrosynthesis dataset with 1.9M reactions from patents (1976-2016). Predict the reactants needed to synthesize the given product. Given the product [CH2:10]([N:9]([CH2:28][C:29]#[N:30])[CH2:1][CH2:2][CH2:3][CH2:4][CH2:5][CH2:6][CH2:7][CH3:8])[CH2:11][CH2:12][CH2:13][CH2:14][CH2:15][CH2:16][CH3:17], predict the reactants needed to synthesize it. The reactants are: [CH2:1]([NH:9][CH2:10][CH2:11][CH2:12][CH2:13][CH2:14][CH2:15][CH2:16][CH3:17])[CH2:2][CH2:3][CH2:4][CH2:5][CH2:6][CH2:7][CH3:8].C(=O)([O-])[O-].[Na+].[Na+].C(O)C.Cl[CH2:28][C:29]#[N:30].